From a dataset of Experimentally validated miRNA-target interactions with 360,000+ pairs, plus equal number of negative samples. Binary Classification. Given a miRNA mature sequence and a target amino acid sequence, predict their likelihood of interaction. (1) The miRNA is hsa-miR-372-5p with sequence CCUCAAAUGUGGAGCACUAUUCU. The protein sequence of the target gene is MDGAVMEGPLFLQSQRFGTKRWRKTWAVLYPASPHGVARLEFFDHKGSSSRGGRGGSRRLDCKMIRLAECVSVVPVTVESPPEPGAVAFRLDTAQRSHLLAADAVSSTAWVQTLCRTAFPKGGWALAQTENQPKFSALEMLENSLYSPTWEGSQFWVTSQKTEASERCGLQGSYILRVEAEKLTLLTLGAQSQILEPLLFWPYTLLRRYGRDKVMFSFEAGRRCPSGPGTFTFQTSQGNDIFQAVEAAIQQQKAQGKVGQAQDILRTDSHDGETEGKTVPPPVPQDPLGSPPALYAEPLD.... Result: 0 (no interaction). (2) The miRNA is rno-miR-21-5p with sequence UAGCUUAUCAGACUGAUGUUGA. The protein sequence of the target gene is MSANSSRVGQLLLQGSACIRWKQDVEGAVYHLANCLLLLGFMGGSGVYGCFYLFGFLSAGYLCCVLWGWFSACGLDIVLWSFLLAVVCLLQLAHLVYRLREDTLPEEFDLLYKTLCLPLQVPLQTYKEIVHCCEEQVLTLATEQTYAVEGETPINRLSLLLSGRVRVSQDGQFLHYIFPYQFMDSPEWESLQPSEEGVFQVTLTAETSCSYISWPRKSLHLLLTKERYISCLFSALLGYDISEKLYTLNDKLFAKFGLRFDIRLPSLYHVLGPTAADAGPESEKGDEEVCEPAVSPPQAT.... Result: 0 (no interaction). (3) The miRNA is hsa-miR-4705 with sequence UCAAUCACUUGGUAAUUGCUGU. The protein sequence of the target gene is MTTSYMNGHVTEESDSGIKNLDLASPEEYPKHREMAVDCPGDLGTRMMPVRRSAQLERIRQQQEDMRRRREEEGKKQELDLNSSMRLKKLAQIPPKTGIDNPIFDTEEGIVLESPHYAVNILDVEDLFSSLKHIQHTLVDSQSQEDISLLLQLVQNRDFQNAFKIHNAVTVHMSKASPPFPLIANVQDLVQEVQTVLKPVHQKEGQELTALLNAPHIQALLLAHDKVAEQEMQLEPITDERVYESIGHYGGETVKIVRIEKARDIPLGATVRNEMDSVIISRIVKGGAAEKSGLLHEGDE.... Result: 0 (no interaction). (4) The miRNA is hsa-miR-335-5p with sequence UCAAGAGCAAUAACGAAAAAUGU. The protein sequence of the target gene is MSGRARVKARGIARSPSATEVGRIQASPLPRSVDLSNNEASSSNGFLGTSRISTNDKYGISSGDAGSTFMERGVKNKQDFMDLSICTREKLAHVRNCKTGSSGIPVKLVTNLFNLDFPQDWQLYQYHVTYIPDLASRRLRIALLYSHSELSNKAKAFDGAILFLSQKLEEKVTELSSETQRGETIKMTITLKRELPSSSPVCIQVFNIIFRKILKKLSMYQIGRNFYNPSEPMEIPQHKLSLWPGFAISVSYFERKLLFSADVSYKVLRNETVLEFMTALCQRTGLSCFTQTCEKQLIGL.... Result: 1 (interaction).